Dataset: Forward reaction prediction with 1.9M reactions from USPTO patents (1976-2016). Task: Predict the product of the given reaction. (1) Given the reactants [C:1]1([CH2:7][CH2:8][C:9]2[CH:42]=[CH:41][C:12]([CH2:13][O:14][C:15]3[CH:20]=[CH:19][CH:18]=[CH:17][C:16]=3[C:21]3[N:26]=[C:25]([N:27]4[C:31]([C:32]([F:35])([F:34])[F:33])=[C:30]([C:36]([O:38]CC)=[O:37])[CH:29]=[N:28]4)[CH:24]=[CH:23][CH:22]=3)=[CH:11][CH:10]=2)[CH:6]=[CH:5][CH:4]=[CH:3][CH:2]=1.[OH-:43].[Li+].Cl.[O:46]1CCOCC1, predict the reaction product. The product is: [C:31]([OH:46])([C:32]([F:35])([F:34])[F:33])=[O:43].[C:1]1([CH2:7][CH2:8][C:9]2[CH:42]=[CH:41][C:12]([CH2:13][O:14][C:15]3[CH:20]=[CH:19][CH:18]=[CH:17][C:16]=3[C:21]3[N:26]=[C:25]([N:27]4[C:31]([C:32]([F:35])([F:33])[F:34])=[C:30]([C:36]([OH:38])=[O:37])[CH:29]=[N:28]4)[CH:24]=[CH:23][CH:22]=3)=[CH:11][CH:10]=2)[CH:6]=[CH:5][CH:4]=[CH:3][CH:2]=1. (2) Given the reactants [CH:1]1[C:10]2[C:5](=[CH:6][CH:7]=[CH:8][CH:9]=2)[CH:4]=[CH:3][C:2]=1[C:11]#[C:12][CH:13]([OH:17])[CH2:14][CH:15]=[CH2:16], predict the reaction product. The product is: [CH:1]1[C:10]2[C:5](=[CH:6][CH:7]=[CH:8][CH:9]=2)[CH:4]=[CH:3][C:2]=1[C:11]12[CH2:16][CH:15]1[CH2:14][C:13](=[O:17])[CH2:12]2.